From a dataset of Forward reaction prediction with 1.9M reactions from USPTO patents (1976-2016). Predict the product of the given reaction. (1) Given the reactants [Cl:1][C:2]1[N:7]=[C:6]2[N:8]([CH2:11][C:12]3[CH:13]=[C:14]4[C:19](=[CH:20][CH:21]=3)[N:18]=[CH:17][CH:16]=[CH:15]4)[N:9]=[N:10][C:5]2=[CH:4][CH:3]=1.ClC1C=CC=C(C(OO)=[O:30])C=1.S([O-])([O-])=O.[Na+].[Na+].C(=O)([O-])[O-].[K+].[K+], predict the reaction product. The product is: [Cl:1][C:2]1[N:7]=[C:6]2[N:8]([CH2:11][C:12]3[CH:13]=[C:14]4[C:19](=[CH:20][CH:21]=3)[N+:18]([O-:30])=[CH:17][CH:16]=[CH:15]4)[N:9]=[N:10][C:5]2=[CH:4][CH:3]=1. (2) Given the reactants [CH:1]([O:4][C:5]([N:7]1[CH2:12][CH2:11][CH:10]([CH2:13][O:14][C:15]2[CH:20]=[CH:19][C:18]([C:21]3[CH:26]=[CH:25][C:24]([CH2:27][C@H:28]([NH:39][C:40]([O:42][C:43]([CH3:46])([CH3:45])[CH3:44])=[O:41])[C:29]([N:31]4[CH2:35][CH2:34][CH2:33][C@H:32]4[C:36](=O)[NH2:37])=[O:30])=[CH:23][CH:22]=3)=[CH:17][CH:16]=2)[CH2:9][CH2:8]1)=[O:6])([CH3:3])[CH3:2].N1C=CC=CC=1.C(OC(C(F)(F)F)=O)(C(F)(F)F)=O, predict the reaction product. The product is: [CH:1]([O:4][C:5]([N:7]1[CH2:12][CH2:11][CH:10]([CH2:13][O:14][C:15]2[CH:16]=[CH:17][C:18]([C:21]3[CH:26]=[CH:25][C:24]([CH2:27][C@H:28]([NH:39][C:40]([O:42][C:43]([CH3:45])([CH3:44])[CH3:46])=[O:41])[C:29]([N:31]4[CH2:35][CH2:34][CH2:33][C@H:32]4[C:36]#[N:37])=[O:30])=[CH:23][CH:22]=3)=[CH:19][CH:20]=2)[CH2:9][CH2:8]1)=[O:6])([CH3:3])[CH3:2]. (3) Given the reactants [CH2:1]([O:3][C:4](=[O:31])[CH2:5][CH:6]1[CH2:11][CH2:10][CH:9]([C:12]([N:14]2[C:23]3[C:18](=[CH:19][C:20]([C:24]([F:27])([F:26])[F:25])=[CH:21][CH:22]=3)[C@@H:17]([NH2:28])[CH2:16][C@H:15]2[CH2:29][CH3:30])=[O:13])[CH2:8][CH2:7]1)[CH3:2].[F:32][C:33]([F:47])([F:46])[C:34]1[CH:35]=[C:36]([CH:39]=[C:40]([C:42]([F:45])([F:44])[F:43])[CH:41]=1)[CH:37]=O.C(O[BH-](OC(=O)C)OC(=O)C)(=O)C.[Na+], predict the reaction product. The product is: [CH2:1]([O:3][C:4](=[O:31])[CH2:5][CH:6]1[CH2:7][CH2:8][CH:9]([C:12]([N:14]2[C:23]3[C:18](=[CH:19][C:20]([C:24]([F:26])([F:27])[F:25])=[CH:21][CH:22]=3)[C@@H:17]([NH:28][CH2:37][C:36]3[CH:39]=[C:40]([C:42]([F:44])([F:45])[F:43])[CH:41]=[C:34]([C:33]([F:32])([F:46])[F:47])[CH:35]=3)[CH2:16][C@H:15]2[CH2:29][CH3:30])=[O:13])[CH2:10][CH2:11]1)[CH3:2]. (4) Given the reactants [CH2:1]([OH:5])[CH2:2][CH2:3][CH3:4].C(N(C(C)C)CC)(C)C.[CH3:15][S:16](Cl)(=[O:18])=[O:17], predict the reaction product. The product is: [CH2:1]([O:5][S:16]([CH3:15])(=[O:18])=[O:17])[CH2:2][CH2:3][CH3:4]. (5) Given the reactants [Cl:1][C:2]1[CH:3]=[CH:4][C:5](=[O:9])[N:6]([CH3:8])[N:7]=1.[NH:10]1[CH2:15][CH2:14][NH:13][CH2:12][CH2:11]1.N1C=CC=CC=1.Cl, predict the reaction product. The product is: [ClH:1].[NH:10]1[CH2:15][CH2:14][N:13]([C:4]2[C:5](=[O:9])[N:6]([CH3:8])[N:7]=[CH:2][CH:3]=2)[CH2:12][CH2:11]1. (6) Given the reactants [CH3:1][S:2]([O:5][C:6]1[CH:11]=[CH:10][C:9]([C:12]2([C:20]3[CH:25]=[CH:24][C:23]([F:26])=[C:22]([C:27]4[CH2:32][CH2:31][CH2:30][CH2:29][CH:28]=4)[CH:21]=3)[C:16](=[O:17])[N:15]([CH3:18])[C:14]([NH2:19])=[N:13]2)=[CH:8][CH:7]=1)(=[O:4])=[O:3], predict the reaction product. The product is: [CH3:1][S:2]([O:5][C:6]1[CH:7]=[CH:8][C:9]([C:12]2([C:20]3[CH:25]=[CH:24][C:23]([F:26])=[C:22]([CH:27]4[CH2:32][CH2:31][CH2:30][CH2:29][CH2:28]4)[CH:21]=3)[C:16](=[O:17])[N:15]([CH3:18])[C:14]([NH2:19])=[N:13]2)=[CH:10][CH:11]=1)(=[O:3])=[O:4].